From a dataset of NCI-60 drug combinations with 297,098 pairs across 59 cell lines. Regression. Given two drug SMILES strings and cell line genomic features, predict the synergy score measuring deviation from expected non-interaction effect. Drug 1: CNC(=O)C1=CC=CC=C1SC2=CC3=C(C=C2)C(=NN3)C=CC4=CC=CC=N4. Drug 2: CCN(CC)CCCC(C)NC1=C2C=C(C=CC2=NC3=C1C=CC(=C3)Cl)OC. Cell line: CAKI-1. Synergy scores: CSS=8.81, Synergy_ZIP=1.44, Synergy_Bliss=8.01, Synergy_Loewe=3.80, Synergy_HSA=7.38.